Dataset: Peptide-MHC class II binding affinity with 134,281 pairs from IEDB. Task: Regression. Given a peptide amino acid sequence and an MHC pseudo amino acid sequence, predict their binding affinity value. This is MHC class II binding data. The peptide sequence is SWEYWGAQLNAMKPD. The MHC is HLA-DPA10201-DPB11401 with pseudo-sequence HLA-DPA10201-DPB11401. The binding affinity (normalized) is 0.111.